This data is from Reaction yield outcomes from USPTO patents with 853,638 reactions. The task is: Predict the reaction yield, written as a fraction of the theoretical maximum amount of product (1.0 means a 100% yield; for example, 0.34 means a 34% yield). (1) The reactants are [O:1]1[C:5]2[CH:6]=[CH:7][C:8]([C:10]3([C:13]([NH:15][C:16]4[CH:17]=[C:18]5[C:22](=[CH:23][C:24]=4[F:25])[NH:21][CH:20]([C:26]([CH3:29])([CH3:28])[CH3:27])[CH2:19]5)=[O:14])[CH2:12][CH2:11]3)=[CH:9][C:4]=2[O:3][CH2:2]1.[CH2:30]([O:37]CCC=O)[C:31]1C=CC=C[CH:32]=1.[BH-](OC(C)=O)(OC(C)=O)OC(C)=O.[Na+]. The catalyst is ClCCl. The product is [O:1]1[C:5]2[CH:6]=[CH:7][C:8]([C:10]3([C:13]([NH:15][C:16]4[CH:17]=[C:18]5[C:22](=[CH:23][C:24]=4[F:25])[N:21]([CH2:32][CH2:31][CH2:30][OH:37])[C:20]([C:26]([CH3:29])([CH3:28])[CH3:27])=[CH:19]5)=[O:14])[CH2:12][CH2:11]3)=[CH:9][C:4]=2[O:3][CH2:2]1. The yield is 0.0800. (2) The reactants are [NH2:1][C@@H:2]([C:6]1[CH:11]=[CH:10][C:9]([O:12][CH3:13])=[C:8]([O:14][CH2:15][CH3:16])[CH:7]=1)[CH2:3][CH2:4][OH:5].C[O:18][C:19](=O)[C:20]1[C:25]([NH:26][C:27]([CH:29]2[CH2:31][CH2:30]2)=[O:28])=[CH:24][CH:23]=[CH:22][C:21]=1[CH2:32]Br.C(N(CC)CC)C.CCCCCC. The catalyst is CN(C=O)C.CCOCC. The product is [CH2:15]([O:14][C:8]1[CH:7]=[C:6]([C@H:2]([N:1]2[C:19](=[O:18])[C:20]3[C:21](=[CH:22][CH:23]=[CH:24][C:25]=3[NH:26][C:27]([CH:29]3[CH2:31][CH2:30]3)=[O:28])[CH2:32]2)[CH2:3][CH2:4][OH:5])[CH:11]=[CH:10][C:9]=1[O:12][CH3:13])[CH3:16]. The yield is 0.640.